The task is: Predict the product of the given reaction.. This data is from Forward reaction prediction with 1.9M reactions from USPTO patents (1976-2016). (1) Given the reactants [CH:1]([B-](F)(F)F)=[CH2:2].[K+].CCN(CC)CC.Br[C:16]1[CH:17]=[C:18]([C:22]2[CH:27]=[CH:26][CH:25]=[C:24]([CH2:28][O:29][C@H:30]3[CH2:34][N:33]([C:35](=[O:51])[C@@H:36]([NH:43][C:44]([O:46][C:47]([CH3:50])([CH3:49])[CH3:48])=[O:45])[CH:37]4[CH2:42][CH2:41][CH2:40][CH2:39][CH2:38]4)[C@H:32]([C:52]([O:54][CH3:55])=[O:53])[CH2:31]3)[CH:23]=2)[CH:19]=[CH:20][CH:21]=1.CCOC(C)=O, predict the reaction product. The product is: [C:47]([O:46][C:44]([NH:43][C@@H:36]([CH:37]1[CH2:42][CH2:41][CH2:40][CH2:39][CH2:38]1)[C:35]([N:33]1[CH2:34][C@H:30]([O:29][CH2:28][C:24]2[CH:23]=[C:22]([C:18]3[CH:19]=[CH:20][CH:21]=[C:16]([CH:1]=[CH2:2])[CH:17]=3)[CH:27]=[CH:26][CH:25]=2)[CH2:31][C@H:32]1[C:52]([O:54][CH3:55])=[O:53])=[O:51])=[O:45])([CH3:50])([CH3:48])[CH3:49]. (2) Given the reactants [CH3:1][N:2]1[CH:6]=[CH:5][N:4]=[C:3]1/[CH:7]=[CH:8]/[C:9]([O:11]C)=[O:10], predict the reaction product. The product is: [CH3:1][N:2]1[CH:6]=[CH:5][N:4]=[C:3]1[CH2:7][CH2:8][C:9]([OH:11])=[O:10]. (3) The product is: [NH2:40][CH:1]([C:4]1[CH:5]=[CH:6][C:7]([C:10]2[N:15]=[C:14]([NH:16][C:17]3[CH:18]=[C:19]4[C:23](=[CH:24][CH:25]=3)[N:22]([C:26]([O:28][C:29]([CH3:32])([CH3:31])[CH3:30])=[O:27])[N:21]=[CH:20]4)[CH:13]=[CH:12][N:11]=2)=[CH:8][CH:9]=1)[CH3:2]. Given the reactants [C:1]([C:4]1[CH:9]=[CH:8][C:7]([C:10]2[N:15]=[C:14]([NH:16][C:17]3[CH:18]=[C:19]4[C:23](=[CH:24][CH:25]=3)[N:22]([C:26]([O:28][C:29]([CH3:32])([CH3:31])[CH3:30])=[O:27])[N:21]=[CH:20]4)[CH:13]=[CH:12][N:11]=2)=[CH:6][CH:5]=1)(=O)[CH3:2].C([O-])(C)=O.[NH4+].[BH3-]C#[N:40].[Na+], predict the reaction product. (4) Given the reactants [NH:1]1[CH:5]=[C:4]([C:6]23[CH2:18][CH2:17][CH2:16][CH2:15][CH:14]2[C:13]2[C:8](=[CH:9][CH:10]=[CH:11][CH:12]=2)[C:7]3=O)[N:3]=[CH:2]1.O.NN.[OH-].[K+], predict the reaction product. The product is: [CH:9]1[C:8]2[CH2:7][C:6]3([C:4]4[N:3]=[CH:2][NH:1][CH:5]=4)[CH:14]([CH2:15][CH2:16][CH2:17][CH2:18]3)[C:13]=2[CH:12]=[CH:11][CH:10]=1. (5) Given the reactants [CH3:1][O:2][C:3]1[N:8]=[C:7]([C:9]2([C:13]#[N:14])[CH2:12][CH2:11][CH2:10]2)[CH:6]=[CH:5][CH:4]=1.[H-].[Al+3].[Li+].[H-].[H-].[H-].O.[OH-].[Na+], predict the reaction product. The product is: [CH3:1][O:2][C:3]1[N:8]=[C:7]([C:9]2([CH2:13][NH2:14])[CH2:12][CH2:11][CH2:10]2)[CH:6]=[CH:5][CH:4]=1. (6) Given the reactants S(=O)(=O)(O)O.[C:6]([C:9]1[S:10][CH:11]=[CH:12][CH:13]=1)(=[O:8])[CH3:7].[N+:14]([O-])([OH:16])=[O:15], predict the reaction product. The product is: [C:6]([C:9]1[S:10][CH:11]=[C:12]([N+:14]([O-:16])=[O:15])[CH:13]=1)(=[O:8])[CH3:7]. (7) Given the reactants Br[CH2:2][C:3]([C:5]1[S:9][C:8]([CH3:10])=[N:7][C:6]=1[CH3:11])=O.Br.[NH:13]([C:17]1[CH:18]=[C:19]([CH:23]=[CH:24][C:25]=1[O:26][C:27]([F:30])([F:29])[F:28])[C:20]([NH2:22])=[O:21])[C:14]([NH2:16])=[S:15], predict the reaction product. The product is: [CH3:10][C:8]1[S:9][C:5]([C:3]2[N:16]=[C:14]([NH:13][C:17]3[CH:18]=[C:19]([CH:23]=[CH:24][C:25]=3[O:26][C:27]([F:29])([F:28])[F:30])[C:20]([NH2:22])=[O:21])[S:15][CH:2]=2)=[C:6]([CH3:11])[N:7]=1. (8) Given the reactants [CH:1]([CH:3]=O)=[O:2].[CH:5]1([NH:9][N:10]=[CH:11][C:12](=[O:14])[CH3:13])[CH2:8][CH2:7][CH2:6]1, predict the reaction product. The product is: [OH:14][C:12]1[C:11]([C:1](=[O:2])[CH3:3])=[N:10][N:9]([CH:5]2[CH2:8][CH2:7][CH2:6]2)[CH:13]=1. (9) Given the reactants [Br:1][C:2]1[CH:3]=[C:4]([CH2:10][CH:11]([OH:14])[CH2:12][OH:13])[C:5]([O:8][CH3:9])=[CH:6][CH:7]=1.CO[C:17](OC)([CH3:19])[CH3:18].O.C1(C)C=CC(S(O)(=O)=O)=CC=1, predict the reaction product. The product is: [Br:1][C:2]1[CH:3]=[C:4]([C:5]([O:8][CH3:9])=[CH:6][CH:7]=1)[CH2:10][CH:11]1[CH2:12][O:13][C:17]([CH3:19])([CH3:18])[O:14]1. (10) Given the reactants [O:1]1[C:5]2[CH:6]=[CH:7][CH:8]=[CH:9][C:4]=2[CH:3]=[C:2]1[C:10]1[CH:11]=[C:12]2[C:17](=[CH:18][CH:19]=1)[C:16]([Cl:20])=[C:15]([O:21][CH2:22][C:23]([O:25][CH2:26][CH3:27])=[O:24])[CH:14]=[CH:13]2.[C:28](Cl)(=[O:33])[CH2:29][CH2:30][CH2:31][CH3:32].[Sn](Cl)(Cl)(Cl)Cl, predict the reaction product. The product is: [Cl:20][C:16]1[C:17]2[C:12](=[CH:11][C:10]([C:2]3[O:1][C:5]4[CH:6]=[CH:7][CH:8]=[CH:9][C:4]=4[C:3]=3[C:28](=[O:33])[CH2:29][CH2:30][CH2:31][CH3:32])=[CH:19][CH:18]=2)[CH:13]=[CH:14][C:15]=1[O:21][CH2:22][C:23]([O:25][CH2:26][CH3:27])=[O:24].